This data is from hERG Central: cardiac toxicity at 1µM, 10µM, and general inhibition. The task is: Predict hERG channel inhibition at various concentrations. The drug is O=[N+]([O-])c1ccc(N2CCN(c3ccc(O)cc3)CC2)cn1. Results: hERG_inhib (hERG inhibition (general)): blocker.